This data is from Merck oncology drug combination screen with 23,052 pairs across 39 cell lines. The task is: Regression. Given two drug SMILES strings and cell line genomic features, predict the synergy score measuring deviation from expected non-interaction effect. (1) Drug 1: CCc1c2c(nc3ccc(O)cc13)-c1cc3c(c(=O)n1C2)COC(=O)C3(O)CC. Drug 2: Cn1cc(-c2cnn3c(N)c(Br)c(C4CCCNC4)nc23)cn1. Cell line: RPMI7951. Synergy scores: synergy=13.1. (2) Drug 1: O=C(CCCCCCC(=O)Nc1ccccc1)NO. Drug 2: CCc1c2c(nc3ccc(O)cc13)-c1cc3c(c(=O)n1C2)COC(=O)C3(O)CC. Cell line: MSTO. Synergy scores: synergy=57.5. (3) Drug 1: CS(=O)(=O)CCNCc1ccc(-c2ccc3ncnc(Nc4ccc(OCc5cccc(F)c5)c(Cl)c4)c3c2)o1. Drug 2: NC1(c2ccc(-c3nc4ccn5c(=O)[nH]nc5c4cc3-c3ccccc3)cc2)CCC1. Cell line: A375. Synergy scores: synergy=14.3. (4) Drug 1: NC(=O)c1cccc2cn(-c3ccc(C4CCCNC4)cc3)nc12. Drug 2: CCc1c2c(nc3ccc(O)cc13)-c1cc3c(c(=O)n1C2)COC(=O)C3(O)CC. Cell line: OVCAR3. Synergy scores: synergy=12.4. (5) Drug 1: NC1(c2ccc(-c3nc4ccn5c(=O)[nH]nc5c4cc3-c3ccccc3)cc2)CCC1. Drug 2: CCc1c2c(nc3ccc(O)cc13)-c1cc3c(c(=O)n1C2)COC(=O)C3(O)CC. Cell line: T47D. Synergy scores: synergy=54.0. (6) Drug 1: C=CCn1c(=O)c2cnc(Nc3ccc(N4CCN(C)CC4)cc3)nc2n1-c1cccc(C(C)(C)O)n1. Cell line: LOVO. Drug 2: Cn1cc(-c2cnn3c(N)c(Br)c(C4CCCNC4)nc23)cn1. Synergy scores: synergy=34.0. (7) Drug 1: CC(=O)OC1C(=O)C2(C)C(O)CC3OCC3(OC(C)=O)C2C(OC(=O)c2ccccc2)C2(O)CC(OC(=O)C(O)C(NC(=O)c3ccccc3)c3ccccc3)C(C)=C1C2(C)C. Drug 2: CCc1cnn2c(NCc3ccc[n+]([O-])c3)cc(N3CCCCC3CCO)nc12. Cell line: DLD1. Synergy scores: synergy=0.455.